Dataset: Full USPTO retrosynthesis dataset with 1.9M reactions from patents (1976-2016). Task: Predict the reactants needed to synthesize the given product. (1) The reactants are: [CH2:1]([C:4]1[CH:9]=[C:8]([C:10]([F:13])([F:12])[F:11])[CH:7]=[CH:6][C:5]=1[OH:14])[CH:2]=[CH2:3]. Given the product [CH2:1]([C:4]1[CH:9]=[C:8]([C:10]([F:12])([F:13])[F:11])[CH:7]=[CH:6][C:5]=1[OH:14])[CH2:2][CH3:3], predict the reactants needed to synthesize it. (2) Given the product [O:1]1[CH2:5][CH2:4][CH:3]([CH2:6][O:7][C:9]2[N:10]=[C:11]([OH:19])[C:12]3[CH:18]=[CH:17][N:16]=[CH:15][C:13]=3[N:14]=2)[CH2:2]1, predict the reactants needed to synthesize it. The reactants are: [O:1]1[CH2:5][CH2:4][CH:3]([CH2:6][OH:7])[CH2:2]1.Cl[C:9]1[N:10]=[C:11]([OH:19])[C:12]2[CH:18]=[CH:17][N:16]=[CH:15][C:13]=2[N:14]=1.